The task is: Predict the reactants needed to synthesize the given product.. This data is from Full USPTO retrosynthesis dataset with 1.9M reactions from patents (1976-2016). (1) Given the product [CH3:2][C:3]1([N+:6]([O-:7])=[CH:14][C:13]2[CH:16]=[CH:17][C:18]([S:20]([OH:23])(=[O:21])=[O:22])=[CH:19][C:12]=2[S:8]([OH:11])(=[O:10])=[O:9])[CH2:5][CH2:4]1, predict the reactants needed to synthesize it. The reactants are: Cl.[CH3:2][C:3]1([NH:6][OH:7])[CH2:5][CH2:4]1.[S:8]([C:12]1[CH:19]=[C:18]([S:20]([OH:23])(=[O:22])=[O:21])[CH:17]=[CH:16][C:13]=1[CH:14]=O)([OH:11])(=[O:10])=[O:9]. (2) Given the product [N:11]1([C:14]([C:15]2[CH:20]=[CH:19][CH:18]=[CH:17][C:16]=2[C:21]([F:23])([F:22])[F:24])=[O:25])[CH2:12][CH2:13][NH:8][CH2:9][CH2:10]1, predict the reactants needed to synthesize it. The reactants are: C(OC([N:8]1[CH2:13][CH2:12][N:11]([C:14](=[O:25])[C:15]2[CH:20]=[CH:19][CH:18]=[CH:17][C:16]=2[C:21]([F:24])([F:23])[F:22])[CH2:10][CH2:9]1)=O)(C)(C)C.FC(F)(F)C(O)=O. (3) Given the product [Cl:1][C:2]1[CH:10]=[CH:9][C:5]([C:6]#[N:8])=[C:4]([NH:16][CH2:21][CH:20]([CH3:29])[CH3:19])[N:3]=1, predict the reactants needed to synthesize it. The reactants are: [Cl:1][C:2]1[CH:10]=[CH:9][C:5]([C:6]([NH2:8])=O)=[C:4](OCC(C)C)[N:3]=1.[N:16]1[CH:21]=[CH:20][CH:19]=CC=1.O=P(Cl)(Cl)Cl.[OH-].[Na+].[C:29](#N)C.